Dataset: Peptide-MHC class II binding affinity with 134,281 pairs from IEDB. Task: Regression. Given a peptide amino acid sequence and an MHC pseudo amino acid sequence, predict their binding affinity value. This is MHC class II binding data. The peptide sequence is NGSAEVHRGAVPRRG. The MHC is HLA-DPA10201-DPB11401 with pseudo-sequence HLA-DPA10201-DPB11401. The binding affinity (normalized) is 0.